The task is: Predict the reaction yield, written as a fraction of the theoretical maximum amount of product (1.0 means a 100% yield; for example, 0.34 means a 34% yield).. This data is from Reaction yield outcomes from USPTO patents with 853,638 reactions. (1) The reactants are [OH:1][C:2]1[CH:10]=[CH:9][C:8]2[N:7]3[CH2:11][C@H:12]([CH3:16])[NH:13][C:14](=[O:15])[C:6]3=[CH:5][C:4]=2[CH:3]=1.[CH:17]([N:20]1[CH2:25][CH2:24][CH:23](O)[CH2:22][CH2:21]1)([CH3:19])[CH3:18].C1(P(C2C=CC=CC=2)C2C=CC=CC=2)C=CC=CC=1.C(OC(N=NC(OC(C)(C)C)=O)=O)(C)(C)C. No catalyst specified. The product is [CH:17]([N:20]1[CH2:25][CH2:24][CH:23]([O:1][C:2]2[CH:10]=[CH:9][C:8]3[N:7]4[CH2:11][C@H:12]([CH3:16])[NH:13][C:14](=[O:15])[C:6]4=[CH:5][C:4]=3[CH:3]=2)[CH2:22][CH2:21]1)([CH3:19])[CH3:18]. The yield is 0.460. (2) The reactants are [Br:1]Br.[NH2:3][C:4]1[N:13]=[CH:12][CH:11]=[CH:10][C:5]=1[C:6]([O:8][CH3:9])=[O:7]. The catalyst is CC(O)=O. The product is [NH2:3][C:4]1[N:13]=[CH:12][C:11]([Br:1])=[CH:10][C:5]=1[C:6]([O:8][CH3:9])=[O:7]. The yield is 0.980. (3) The reactants are [F:1][C:2]1[CH:7]=[CH:6][C:5]([CH:8]2[CH2:13][CH2:12][N:11]([C:14]([O:16][C:17]([CH3:20])([CH3:19])[CH3:18])=[O:15])[CH2:10][CH:9]2[OH:21])=[CH:4][CH:3]=1.[CH3:22][O:23][C:24]1[CH:31]=[CH:30][C:27]([CH2:28]Cl)=[CH:26][CH:25]=1.[H-].[Na+]. The catalyst is CN(C)C=O. The product is [F:1][C:2]1[CH:3]=[CH:4][C:5]([CH:8]2[CH2:13][CH2:12][N:11]([C:14]([O:16][C:17]([CH3:18])([CH3:20])[CH3:19])=[O:15])[CH2:10][CH:9]2[O:21][CH2:28][C:27]2[CH:30]=[CH:31][C:24]([O:23][CH3:22])=[CH:25][CH:26]=2)=[CH:6][CH:7]=1. The yield is 0.900. (4) The product is [C:37]1([N:27]2[C:28]([CH2:30][CH2:31][C:32]([OH:34])=[O:33])=[CH:29][C:25]([O:13][CH2:12][CH2:11][CH2:10][CH2:9][C:8]3[C:4]([CH2:1][CH2:2][CH3:3])=[N:5][N:6]([C:14]4[CH:19]=[CH:18][C:17]([C:20]([F:22])([F:21])[F:23])=[CH:16][N:15]=4)[CH:7]=3)=[N:26]2)[CH:42]=[CH:41][CH:40]=[CH:39][CH:38]=1. The yield is 0.610. The reactants are [CH2:1]([C:4]1[C:8]([CH2:9][CH2:10][CH2:11][CH2:12][OH:13])=[CH:7][N:6]([C:14]2[CH:19]=[CH:18][C:17]([C:20]([F:23])([F:22])[F:21])=[CH:16][N:15]=2)[N:5]=1)[CH2:2][CH3:3].O[C:25]1[CH:29]=[C:28]([CH2:30][CH2:31][C:32]([O:34]CC)=[O:33])[N:27]([C:37]2[CH:42]=[CH:41][CH:40]=[CH:39][CH:38]=2)[N:26]=1.C(P(CCCC)CCCC)CCC.N(C(N1CCCCC1)=O)=NC(N1CCCCC1)=O. The catalyst is O1CCCC1. (5) The reactants are [Br:1][C:2]1[CH:3]=[N:4][N:5]([CH3:8])[C:6]=1[NH2:7].N1C=CC=CC=1.Cl[C:16]([O:18][CH2:19][C:20]([Cl:23])([Cl:22])[Cl:21])=[O:17].O. The catalyst is O1CCCC1. The product is [Br:1][C:2]1[CH:3]=[N:4][N:5]([CH3:8])[C:6]=1[NH:7][C:16](=[O:17])[O:18][CH2:19][C:20]([Cl:23])([Cl:22])[Cl:21]. The yield is 0.289. (6) The reactants are [F:1][C:2]([F:13])([F:12])[C:3](=O)[CH2:4][C:5](=O)[C:6]([CH3:9])([CH3:8])[CH3:7].Cl.[N+:15]([C:18]1[CH:23]=[CH:22][C:21]([NH:24][NH2:25])=[CH:20][CH:19]=1)([O-:17])=[O:16]. No catalyst specified. The product is [C:6]([C:5]1[N:24]([C:21]2[CH:22]=[CH:23][C:18]([N+:15]([O-:17])=[O:16])=[CH:19][CH:20]=2)[N:25]=[C:3]([C:2]([F:13])([F:12])[F:1])[CH:4]=1)([CH3:9])([CH3:8])[CH3:7]. The yield is 0.947.